This data is from Full USPTO retrosynthesis dataset with 1.9M reactions from patents (1976-2016). The task is: Predict the reactants needed to synthesize the given product. (1) Given the product [S:25]1[C:29]([C:30]([N:56]2[CH2:55][C:54]3([CH2:53][CH2:52][N:51]([CH2:50][C:49]4[CH:62]=[CH:63][CH:64]=[C:47]([CH2:46][CH2:45][O:44][Si:37]([C:40]([CH3:42])([CH3:41])[CH3:43])([CH3:38])[CH3:39])[C:48]=4[F:65])[CH2:61][CH2:60]3)[O:59][CH2:58][CH2:57]2)=[O:32])=[CH:28][C:27]2[CH:33]=[CH:34][CH:35]=[CH:36][C:26]1=2, predict the reactants needed to synthesize it. The reactants are: CN(C(ON1N=NC2C=CC=NC1=2)=[N+](C)C)C.F[P-](F)(F)(F)(F)F.[S:25]1[C:29]([C:30]([OH:32])=O)=[CH:28][C:27]2[CH:33]=[CH:34][CH:35]=[CH:36][C:26]1=2.[Si:37]([O:44][CH2:45][CH2:46][C:47]1[C:48]([F:65])=[C:49]([CH:62]=[CH:63][CH:64]=1)[CH2:50][N:51]1[CH2:61][CH2:60][C:54]2([O:59][CH2:58][CH2:57][NH:56][CH2:55]2)[CH2:53][CH2:52]1)([C:40]([CH3:43])([CH3:42])[CH3:41])([CH3:39])[CH3:38].C(N(CC)CC)C. (2) Given the product [NH2:1][C:2]1[N:7]=[C:6]([C:8]2[S:12][C:11]3[CH:13]=[CH:14][C:15]([CH2:17][C:18]4[CH:19]=[C:20]([CH:36]=[CH:37][CH:38]=4)[C:21]([NH:23][CH2:24][CH2:46][N:42]([CH2:43][CH3:44])[CH2:40][CH3:41])=[O:22])=[CH:16][C:10]=3[C:9]=2[CH3:39])[CH:5]=[CH:4][N:3]=1, predict the reactants needed to synthesize it. The reactants are: [NH2:1][C:2]1[N:7]=[C:6]([C:8]2[S:12][C:11]3[CH:13]=[CH:14][C:15]([CH2:17][C:18]4[CH:19]=[C:20]([CH:36]=[CH:37][CH:38]=4)[C:21]([NH:23][C:24]4C=CC(N5CCOCC5)=CC=4)=[O:22])=[CH:16][C:10]=3[C:9]=2[CH3:39])[CH:5]=[CH:4][N:3]=1.[CH2:40]([N:42]([CH2:46]C)[CH2:43][CH2:44]N)[CH3:41].O1CCN(C2C=CC(N)=CC=2)CC1. (3) Given the product [CH2:1]([O:8][C:9]1[CH:18]=[CH:17][C:16]2[C:11](=[CH:12][CH:13]=[C:14]([C:20]#[C:21][CH2:22][CH2:23][CH3:24])[CH:15]=2)[CH:10]=1)[C:2]1[CH:7]=[CH:6][CH:5]=[CH:4][CH:3]=1, predict the reactants needed to synthesize it. The reactants are: [CH2:1]([O:8][C:9]1[CH:18]=[CH:17][C:16]2[C:11](=[CH:12][CH:13]=[C:14](Br)[CH:15]=2)[CH:10]=1)[C:2]1[CH:7]=[CH:6][CH:5]=[CH:4][CH:3]=1.[CH:20]#[C:21][CH2:22][CH2:23][CH3:24].C[Si](C#C)(C)C. (4) Given the product [NH2:26][C:24]1[CH:25]=[C:18]2[CH:17]=[CH:16][CH:15]=[C:14]3[C:19]2=[C:20]([CH:23]=1)[C:21](=[O:22])[N:12]([CH2:11][C:2]1[CH:3]=[CH:4][C:5]2[C:10](=[CH:9][CH:8]=[CH:7][CH:6]=2)[CH:1]=1)[C:13]3=[O:29], predict the reactants needed to synthesize it. The reactants are: [CH:1]1[C:10]2[C:5](=[CH:6][CH:7]=[CH:8][CH:9]=2)[CH:4]=[CH:3][C:2]=1[CH2:11][N:12]1[C:21](=[O:22])[C:20]2[CH:23]=[C:24]([N+:26]([O-])=O)[CH:25]=[C:18]3[C:19]=2[C:14](=[CH:15][CH:16]=[CH:17]3)[C:13]1=[O:29]. (5) Given the product [CH3:10][O:9][C:7](=[O:8])[C:5]#[C:4][CH:1]1[CH2:3][CH2:2]1, predict the reactants needed to synthesize it. The reactants are: [CH:1]1([C:4]#[CH:5])[CH2:3][CH2:2]1.Cl[C:7]([O:9][CH3:10])=[O:8]. (6) Given the product [CH3:15][NH:16][C:2]1[C:3]([NH:8][C:9]2[CH:14]=[CH:13][CH:12]=[CH:11][CH:10]=2)=[N:4][CH:5]=[CH:6][N:7]=1, predict the reactants needed to synthesize it. The reactants are: Cl[C:2]1[C:3]([NH:8][C:9]2[CH:14]=[CH:13][CH:12]=[CH:11][CH:10]=2)=[N:4][CH:5]=[CH:6][N:7]=1.[CH3:15][NH2:16].